This data is from Full USPTO retrosynthesis dataset with 1.9M reactions from patents (1976-2016). The task is: Predict the reactants needed to synthesize the given product. (1) Given the product [CH3:1][N:2]([CH3:16])[CH2:3][CH2:4][N:5]([CH3:15])[C:6]1[CH:11]=[CH:10][C:9]([NH2:12])=[N:8][CH:7]=1, predict the reactants needed to synthesize it. The reactants are: [CH3:1][N:2]([CH3:16])[CH2:3][CH2:4][N:5]([CH3:15])[C:6]1[CH:7]=[N:8][C:9]([N+:12]([O-])=O)=[CH:10][CH:11]=1. (2) Given the product [CH3:1][C:2]1([CH3:11])[O:6][C@@H:5]2[CH:7]=[CH:8][C@@H:9]([N:40]3[C:36]4[C:35]([F:41])=[CH:34][N:33]=[C:32]([F:31])[C:37]=4[N:38]=[CH:39]3)[C@@H:4]2[O:3]1.[CH3:1][C:2]1([CH3:11])[O:6][C@@H:5]2[CH:7]=[CH:8][C@@H:9]([N:38]3[C:37]4[C:32]([F:31])=[N:33][CH:34]=[C:35]([F:41])[C:36]=4[N:40]=[CH:39]3)[C@@H:4]2[O:3]1, predict the reactants needed to synthesize it. The reactants are: [CH3:1][C:2]1([CH3:11])[O:6][C@@H:5]2[CH:7]=[CH:8][C@H:9](O)[C@@H:4]2[O:3]1.C1(P(C2C=CC=CC=2)C2C=CC=CC=2)C=CC=CC=1.[F:31][C:32]1[C:37]2[N:38]=[CH:39][NH:40][C:36]=2[C:35]([F:41])=[CH:34][N:33]=1.CC(OC(/N=N/C(OC(C)C)=O)=O)C. (3) Given the product [CH3:31][S:28]([C:23]1[CH:24]=[CH:25][CH:26]=[CH:27][C:22]=1[S:19]([NH:11][C:8]1[CH:9]=[C:10]2[C:5](=[CH:6][CH:7]=1)[NH:4][N:3]=[C:2]2[C:47]1[NH:46][C:54]2[C:49]([CH:48]=1)=[CH:50][C:51]([O:55][CH3:56])=[CH:52][CH:53]=2)(=[O:21])=[O:20])(=[O:29])=[O:30], predict the reactants needed to synthesize it. The reactants are: I[C:2]1[C:10]2[C:5](=[CH:6][CH:7]=[C:8]([N:11]([S:19]([C:22]3[CH:27]=[CH:26][CH:25]=[CH:24][C:23]=3[S:28]([CH3:31])(=[O:30])=[O:29])(=[O:21])=[O:20])C(OC(C)(C)C)=O)[CH:9]=2)[N:4](C(OC(C)(C)C)=O)[N:3]=1.C(OC([N:46]1[C:54]2[C:49](=[CH:50][C:51]([O:55][CH3:56])=[CH:52][CH:53]=2)[CH:48]=[C:47]1B(O)O)=O)(C)(C)C.C(=O)([O-])O.[Na+]. (4) The reactants are: [Ag:1].[C:2]([OH:14])(=[O:13])[CH2:3][C:4]([CH2:9][C:10]([OH:12])=[O:11])([C:6]([OH:8])=[O:7])[OH:5]. Given the product [C:2]([O-:14])(=[O:13])[CH2:3][C:4]([CH2:9][C:10]([O-:12])=[O:11])([C:6]([O-:8])=[O:7])[OH:5].[Ag+3:1], predict the reactants needed to synthesize it.